Dataset: Full USPTO retrosynthesis dataset with 1.9M reactions from patents (1976-2016). Task: Predict the reactants needed to synthesize the given product. (1) Given the product [Br:18][C:14]1[C:15]([OH:17])=[CH:16][C:8]2[CH2:7][CH2:6][NH:5][CH2:11][CH:10]([CH3:12])[C:9]=2[CH:13]=1, predict the reactants needed to synthesize it. The reactants are: FC(F)(F)C([N:5]1[CH2:11][CH:10]([CH3:12])[C:9]2[CH:13]=[C:14]([Br:18])[C:15]([OH:17])=[CH:16][C:8]=2[CH2:7][CH2:6]1)=O.[OH-].[Na+]. (2) Given the product [Cl:1][C:2]1[CH:7]=[C:6]([C:8]([CH3:9])([CH3:10])[CH3:11])[CH:5]=[CH:4][C:3]=1[S:12]([NH:15][C:19]1[CH:23]=[CH:22][S:21][C:20]=1[C:24]([O:26][CH3:27])=[O:25])(=[O:13])=[O:14], predict the reactants needed to synthesize it. The reactants are: [Cl:1][C:2]1[CH:7]=[C:6]([C:8]([CH3:11])([CH3:10])[CH3:9])[CH:5]=[CH:4][C:3]=1[S:12]([N:15]([C:19]1[CH:23]=[CH:22][S:21][C:20]=1[C:24]([O:26][CH3:27])=[O:25])COC)(=[O:14])=[O:13].Cl. (3) Given the product [Cl:1][C:2]1[C:7]([Cl:8])=[C:6]([F:9])[CH:5]=[CH:4][C:3]=1[C:10]([N:12]1[CH2:17][CH2:16][N:15]2[C:36]([C:35]3[S:31][N:32]=[CH:33][N:34]=3)=[N:38][N:39]=[C:14]2[CH2:13]1)=[O:11], predict the reactants needed to synthesize it. The reactants are: [Cl:1][C:2]1[C:7]([Cl:8])=[C:6]([F:9])[CH:5]=[CH:4][C:3]=1[C:10]([N:12]1[CH2:17][CH2:16][NH:15][C:14](=O)[CH2:13]1)=[O:11].F[B-](F)(F)F.C([O+](CC)CC)C.[S:31]1[C:35]([C:36]([NH:38][NH2:39])=O)=[N:34][CH:33]=[N:32]1.ClCCl.CO. (4) Given the product [Cl:29][C:26]1[CH:27]=[CH:28][C:23]([N:21]2[CH:22]=[C:18]([C:16]([NH:15][C@@H:10]3[CH2:11][CH2:12][CH2:13][CH2:14][C@H:9]3[OH:8])=[O:17])[N:19]=[C:20]2[C:30]2[CH:35]=[CH:34][C:33]([Cl:36])=[CH:32][C:31]=2[Cl:37])=[CH:24][CH:25]=1, predict the reactants needed to synthesize it. The reactants are: C([O:8][C@@H:9]1[CH2:14][CH2:13][CH2:12][CH2:11][C@H:10]1[NH:15][C:16]([C:18]1[N:19]=[C:20]([C:30]2[CH:35]=[CH:34][C:33]([Cl:36])=[CH:32][C:31]=2[Cl:37])[N:21]([C:23]2[CH:28]=[CH:27][C:26]([Cl:29])=[CH:25][CH:24]=2)[CH:22]=1)=[O:17])C1C=CC=CC=1.[Si](I)(C)(C)C. (5) Given the product [NH:8]1[CH2:13][CH2:12][CH:11]([N:14]2[CH:23]=[C:22]3[C:16]([CH2:17][CH2:18][N:19]([C:32]([O:34][C:35]([CH3:38])([CH3:37])[CH3:36])=[O:33])[CH2:20][CH2:21]3)=[N:15]2)[CH2:10][CH2:9]1, predict the reactants needed to synthesize it. The reactants are: C1(C[N:8]2[CH2:13][CH2:12][CH:11]([N:14]3[CH:23](OS(C(F)(F)F)(=O)=O)[CH:22]4[C:16]([CH2:17][CH2:18][N:19]([C:32]([O:34][C:35]([CH3:38])([CH3:37])[CH3:36])=[O:33])[CH2:20][CH2:21]4)=[N:15]3)[CH2:10][CH2:9]2)C=CC=CC=1.C(N(CC)CC)C. (6) Given the product [CH:1]([C@:4]1([C:17]([N:19]2[CH2:20][CH:21]=[C:22]([C:25]3[CH:30]=[CH:29][CH:28]=[CH:27][C:26]=3[C:31]([F:34])([F:32])[F:33])[CH2:23][CH2:24]2)=[O:18])[CH2:8][CH2:7][C@@H:6]([NH2:9])[CH2:5]1)([CH3:3])[CH3:2], predict the reactants needed to synthesize it. The reactants are: [CH:1]([C@:4]1([C:17]([N:19]2[CH2:24][CH:23]=[C:22]([C:25]3[CH:30]=[CH:29][CH:28]=[CH:27][C:26]=3[C:31]([F:34])([F:33])[F:32])[CH2:21][CH2:20]2)=[O:18])[CH2:8][CH2:7][C@@H:6]([NH:9]C(=O)OC(C)(C)C)[CH2:5]1)([CH3:3])[CH3:2].